Dataset: Forward reaction prediction with 1.9M reactions from USPTO patents (1976-2016). Task: Predict the product of the given reaction. (1) Given the reactants [OH-].[Na+].C[O:4][C:5](=[O:22])[C:6]1[CH:11]=[CH:10][C:9]([O:12][CH2:13][C:14]2[CH:19]=[CH:18][CH:17]=[CH:16][CH:15]=2)=[C:8]([O:20][CH3:21])[CH:7]=1, predict the reaction product. The product is: [CH2:13]([O:12][C:9]1[CH:10]=[CH:11][C:6]([C:5]([OH:22])=[O:4])=[CH:7][C:8]=1[O:20][CH3:21])[C:14]1[CH:15]=[CH:16][CH:17]=[CH:18][CH:19]=1. (2) Given the reactants [F:1][C:2]1[C:11]2[O:10][CH2:9][CH:8]([NH:12][CH2:13][CH2:14][C:15]3[C:23]4[C:18](=[CH:19][CH:20]=[C:21]([F:24])[CH:22]=4)[NH:17][CH:16]=3)[CH2:7][C:6]=2[C:5]([C:25]([NH:27][CH3:28])=[O:26])=[CH:4][CH:3]=1.[CH:29](=O)[CH3:30].C(O)(=O)C.C([BH3-])#N.[Na+], predict the reaction product. The product is: [CH2:29]([N:12]([CH2:13][CH2:14][C:15]1[C:23]2[C:18](=[CH:19][CH:20]=[C:21]([F:24])[CH:22]=2)[NH:17][CH:16]=1)[CH:8]1[CH2:7][C:6]2[C:5]([C:25]([NH:27][CH3:28])=[O:26])=[CH:4][CH:3]=[C:2]([F:1])[C:11]=2[O:10][CH2:9]1)[CH3:30]. (3) Given the reactants [C:9](O[C:9]([O:11][C:12]([CH3:15])([CH3:14])[CH3:13])=[O:10])([O:11][C:12]([CH3:15])([CH3:14])[CH3:13])=[O:10].Cl.Cl.NCC[C:21]1[N:25]=[CH:24][NH:23][CH:22]=1.[CH2:26]([N:28](CC)CC)[CH3:27], predict the reaction product. The product is: [C:12]([O:11][C:9]([NH:28][CH2:26][CH2:27][C:24]1[NH:25][CH:21]=[CH:22][N:23]=1)=[O:10])([CH3:13])([CH3:14])[CH3:15]. (4) Given the reactants [CH3:1][O:2][C@@H:3]([CH3:24])[CH2:4][N:5]1[CH2:9][C@@H:8]([C:10]2[CH:15]=[CH:14][CH:13]=[CH:12][CH:11]=2)[C@H:7]([NH:16]C(=O)OC(C)(C)C)[CH2:6]1.[ClH:25].O1CCOCC1, predict the reaction product. The product is: [ClH:25].[ClH:25].[CH3:1][O:2][C@@H:3]([CH3:24])[CH2:4][N:5]1[CH2:9][C@@H:8]([C:10]2[CH:15]=[CH:14][CH:13]=[CH:12][CH:11]=2)[C@H:7]([NH2:16])[CH2:6]1. (5) Given the reactants [Br:1][C:2]1[CH:7]=[CH:6][C:5]([N+:8]([O-:10])=[O:9])=[CH:4][C:3]=1[CH3:11].C(OOC(=O)C1C=CC=CC=1)(=O)C1C=CC=CC=1.C1C(=O)N([Br:37])C(=O)C1, predict the reaction product. The product is: [Br:1][C:2]1[CH:7]=[CH:6][C:5]([N+:8]([O-:10])=[O:9])=[CH:4][C:3]=1[CH2:11][Br:37]. (6) Given the reactants C([O:8][C:9]1[C:25]([O:26]CC2C=CC=CC=2)=[C:24]([C:34]([NH:36][CH2:37][C:38]2[CH:43]=[CH:42][C:41]([F:44])=[CH:40][CH:39]=2)=[O:35])[CH:23]=[CH:22][C:10]=1[C:11]([NH:13][CH2:14][C:15]1[CH:20]=[CH:19][C:18]([F:21])=[CH:17][CH:16]=1)=[O:12])C1C=CC=CC=1.Cl.CC(O)=O, predict the reaction product. The product is: [F:21][C:18]1[CH:19]=[CH:20][C:15]([CH2:14][NH:13][C:11](=[O:12])[C:10]2[CH:22]=[CH:23][C:24]([C:34]([NH:36][CH2:37][C:38]3[CH:43]=[CH:42][C:41]([F:44])=[CH:40][CH:39]=3)=[O:35])=[C:25]([OH:26])[C:9]=2[OH:8])=[CH:16][CH:17]=1. (7) Given the reactants [Br:1][C:2]1[C:7]([Cl:8])=[CH:6][C:5]([C:9]2[C:18]3[C:13](=[CH:14][C:15]([S:19]([O:22]C4C(F)=C(F)C(F)=C(F)C=4F)(=O)=[O:20])=[CH:16][CH:17]=3)[N:12]=[CH:11][N:10]=2)=[C:4]([O:34][CH3:35])[CH:3]=1.[N:36]1[CH:41]=[CH:40][CH:39]=[N:38][C:37]=1[NH2:42].C1COCC1.C[Si]([N-][Si](C)(C)C)(C)C.[Li+], predict the reaction product. The product is: [Br:1][C:2]1[C:7]([Cl:8])=[CH:6][C:5]([C:9]2[C:18]3[C:13](=[CH:14][C:15]([S:19]([NH:42][C:37]4[N:38]=[CH:39][CH:40]=[CH:41][N:36]=4)(=[O:22])=[O:20])=[CH:16][CH:17]=3)[N:12]=[CH:11][N:10]=2)=[C:4]([O:34][CH3:35])[CH:3]=1.